This data is from Full USPTO retrosynthesis dataset with 1.9M reactions from patents (1976-2016). The task is: Predict the reactants needed to synthesize the given product. (1) Given the product [CH2:8]1[CH2:7][C@@H:6]([C@@H:5]([C:3]([OH:4])=[O:2])[C:12]2[CH:13]=[CH:14][CH:15]=[CH:16][CH:17]=2)[NH:11][CH2:10][CH2:9]1.[ClH:18], predict the reactants needed to synthesize it. The reactants are: C[O:2][C:3]([C@@H:5]([C:12]1[CH:17]=[CH:16][CH:15]=[CH:14][CH:13]=1)[C@@H:6]1[NH:11][CH2:10][CH2:9][CH2:8][CH2:7]1)=[O:4].[ClH:18]. (2) Given the product [Br:1][C:2]1[CH:3]=[N:4][CH:5]=[C:6]([Br:10])[C:7]=1/[CH:8]=[N:20]/[NH:19][C:16]1[CH:17]=[CH:18][C:13]([F:12])=[CH:14][CH:15]=1, predict the reactants needed to synthesize it. The reactants are: [Br:1][C:2]1[CH:3]=[N:4][CH:5]=[C:6]([Br:10])[C:7]=1[CH:8]=O.Cl.[F:12][C:13]1[CH:18]=[CH:17][C:16]([NH:19][NH2:20])=[CH:15][CH:14]=1.C([O-])(=O)C.[Na+]. (3) The reactants are: [Cl:1][C:2]1[CH:7]=[CH:6][C:5]([CH:8]2[CH2:13][CH2:12][CH:11]([C:14]([OH:16])=O)[CH2:10][CH2:9]2)=[CH:4][CH:3]=1.[N:17]1([CH2:22][C:23]2[CH:28]=[CH:27][C:26]([CH2:29][CH2:30][NH2:31])=[CH:25][CH:24]=2)[CH2:21][CH2:20][CH2:19][CH2:18]1. Given the product [N:17]1([CH2:22][C:23]2[CH:28]=[CH:27][C:26]([CH2:29][CH2:30][NH:31][C:14]([CH:11]3[CH2:10][CH2:9][CH:8]([C:5]4[CH:4]=[CH:3][C:2]([Cl:1])=[CH:7][CH:6]=4)[CH2:13][CH2:12]3)=[O:16])=[CH:25][CH:24]=2)[CH2:21][CH2:20][CH2:19][CH2:18]1, predict the reactants needed to synthesize it.